This data is from TCR-epitope binding with 47,182 pairs between 192 epitopes and 23,139 TCRs. The task is: Binary Classification. Given a T-cell receptor sequence (or CDR3 region) and an epitope sequence, predict whether binding occurs between them. (1) The epitope is LLSAGIFGA. The TCR CDR3 sequence is CASPQGDERGDTQYF. Result: 0 (the TCR does not bind to the epitope). (2) The epitope is KAYNVTQAF. Result: 1 (the TCR binds to the epitope). The TCR CDR3 sequence is CASSGGGDQPQHF. (3) The epitope is RPHERNGFTVL. The TCR CDR3 sequence is CSATPARASNTEAFF. Result: 1 (the TCR binds to the epitope). (4) The epitope is FIAGLIAIV. The TCR CDR3 sequence is CASSEIGRGQPQHF. Result: 1 (the TCR binds to the epitope). (5) The epitope is TAFTIPSI. The TCR CDR3 sequence is CASSLLRGEAFF. Result: 0 (the TCR does not bind to the epitope). (6) The epitope is GTSGSPIINR. The TCR CDR3 sequence is CASSQYAGINEKLFF. Result: 1 (the TCR binds to the epitope). (7) The epitope is FPRPWLHGL. The TCR CDR3 sequence is CSARVGVGNTIYF. Result: 0 (the TCR does not bind to the epitope). (8) The epitope is AMFWSVPTV. The TCR CDR3 sequence is CASSSFGPSNQPQHF. Result: 0 (the TCR does not bind to the epitope). (9) The epitope is FVRATATIPI. The TCR CDR3 sequence is CASRGGSYGYTF. Result: 0 (the TCR does not bind to the epitope). (10) The epitope is FLYALALLL. The TCR CDR3 sequence is CTSSEGRDQETQYF. Result: 0 (the TCR does not bind to the epitope).